From a dataset of Catalyst prediction with 721,799 reactions and 888 catalyst types from USPTO. Predict which catalyst facilitates the given reaction. (1) Reactant: [F:1][C:2]1([CH2:8][C@H:9]([NH:13][C:14](=[O:20])[O:15][C:16]([CH3:19])([CH3:18])[CH3:17])[CH2:10][NH:11][CH3:12])[CH2:7][CH2:6][CH2:5][CH2:4][CH2:3]1.[C:21]([O:30]N1C(=O)CCC1=O)([O:23][CH2:24][CH2:25][Si:26]([CH3:29])([CH3:28])[CH3:27])=O. Product: [C:16]([O:15][C:14]([NH:13][C@@H:9]([CH2:8][C:2]1([F:1])[CH2:3][CH2:4][CH2:5][CH2:6][CH2:7]1)[CH2:10][N:11]([CH3:12])[C:21](=[O:30])[O:23][CH2:24][CH2:25][Si:26]([CH3:27])([CH3:28])[CH3:29])=[O:20])([CH3:19])([CH3:17])[CH3:18]. The catalyst class is: 23. (2) Reactant: [C:1]1([CH:7]=[CH:8][C:9](Cl)=[O:10])[CH:6]=[CH:5][CH:4]=[CH:3][CH:2]=1.COC(=O)[C:15]([C:17]1[CH:22]=[CH:21][CH:20]=[C:19]([NH2:23])[CH:18]=1)=[CH2:16].[C:25]([O-:28])(O)=[O:26].[Na+].O1CCC[CH2:31]1. Product: [CH3:31][O:28][C:25](=[O:26])[CH:16]=[CH:15][C:17]1[CH:22]=[CH:21][CH:20]=[C:19]([NH:23][C:9](=[O:10])[CH:8]=[CH:7][C:1]2[CH:6]=[CH:5][CH:4]=[CH:3][CH:2]=2)[CH:18]=1. The catalyst class is: 6.